This data is from Forward reaction prediction with 1.9M reactions from USPTO patents (1976-2016). The task is: Predict the product of the given reaction. (1) Given the reactants [OH:1][CH2:2][C:3]([N:5]1[CH2:10][CH2:9][N:8]([C:11]2[CH:12]=[N:13][C:14]([N+:17]([O-])=O)=[CH:15][CH:16]=2)[CH2:7][CH2:6]1)=[O:4], predict the reaction product. The product is: [NH2:17][C:14]1[N:13]=[CH:12][C:11]([N:8]2[CH2:9][CH2:10][N:5]([C:3](=[O:4])[CH2:2][OH:1])[CH2:6][CH2:7]2)=[CH:16][CH:15]=1. (2) Given the reactants [CH2:1]([NH2:5])[CH2:2][CH2:3][CH3:4].[CH:6](=O)[CH2:7][CH2:8][CH2:9][C:10](=O)[CH3:11], predict the reaction product. The product is: [CH2:1]([N:5]1[C:10]([CH3:11])=[CH:9][CH:8]=[C:7]1[CH3:6])[CH2:2][CH2:3][CH3:4]. (3) Given the reactants [CH3:1][C:2]([OH:8])([CH2:5][CH2:6][CH3:7])[C:3]#[CH:4].CN(C=O)C.CCN(CC)CC.FC(F)(F)S(O[Si:27]([C:30]([CH3:33])([CH3:32])[CH3:31])([CH3:29])[CH3:28])(=O)=O, predict the reaction product. The product is: [C:30]([Si:27]([CH3:29])([CH3:28])[O:8][C:2]([CH3:1])([CH2:5][CH2:6][CH3:7])[C:3]#[CH:4])([CH3:33])([CH3:32])[CH3:31].